From a dataset of Retrosynthesis with 50K atom-mapped reactions and 10 reaction types from USPTO. Predict the reactants needed to synthesize the given product. Given the product CC(=O)c1ccc2c3ccccc3n(C(C)=O)c2c1, predict the reactants needed to synthesize it. The reactants are: CC(=O)Cl.CC(=O)n1c2ccccc2c2ccccc21.